Dataset: NCI-60 drug combinations with 297,098 pairs across 59 cell lines. Task: Regression. Given two drug SMILES strings and cell line genomic features, predict the synergy score measuring deviation from expected non-interaction effect. (1) Drug 1: CC12CCC3C(C1CCC2O)C(CC4=C3C=CC(=C4)O)CCCCCCCCCS(=O)CCCC(C(F)(F)F)(F)F. Drug 2: C1C(C(OC1N2C=NC3=C2NC=NCC3O)CO)O. Cell line: HCT-15. Synergy scores: CSS=-4.50, Synergy_ZIP=5.98, Synergy_Bliss=10.7, Synergy_Loewe=-0.0704, Synergy_HSA=1.23. (2) Drug 1: C1=NC2=C(N=C(N=C2N1C3C(C(C(O3)CO)O)O)F)N. Drug 2: CC(C)NC(=O)C1=CC=C(C=C1)CNNC.Cl. Cell line: SF-295. Synergy scores: CSS=-4.69, Synergy_ZIP=0.0901, Synergy_Bliss=-4.38, Synergy_Loewe=-5.14, Synergy_HSA=-5.68. (3) Drug 1: CC1=C2C(C(=O)C3(C(CC4C(C3C(C(C2(C)C)(CC1OC(=O)C(C(C5=CC=CC=C5)NC(=O)C6=CC=CC=C6)O)O)OC(=O)C7=CC=CC=C7)(CO4)OC(=O)C)O)C)OC(=O)C. Synergy scores: CSS=63.6, Synergy_ZIP=3.35, Synergy_Bliss=5.49, Synergy_Loewe=-11.1, Synergy_HSA=7.17. Cell line: HS 578T. Drug 2: CCN(CC)CCNC(=O)C1=C(NC(=C1C)C=C2C3=C(C=CC(=C3)F)NC2=O)C.